From a dataset of Reaction yield outcomes from USPTO patents with 853,638 reactions. Predict the reaction yield, written as a fraction of the theoretical maximum amount of product (1.0 means a 100% yield; for example, 0.34 means a 34% yield). (1) The reactants are C([O:3][C:4](=O)[CH2:5][C:6]([C@@H:8]1[CH2:13][CH2:12][N:11]([C:14]([O:16][CH3:17])=[O:15])[C@@H:10]([C:18]2[CH:23]=[CH:22][CH:21]=[CH:20][CH:19]=2)[CH2:9]1)=[O:7])C.[OH-].[Na+].[NH2:27]O.Cl. The catalyst is CO.O. The product is [O:3]=[C:4]1[CH:5]=[C:6]([C@@H:8]2[CH2:13][CH2:12][N:11]([C:14]([O:16][CH3:17])=[O:15])[C@@H:10]([C:18]3[CH:23]=[CH:22][CH:21]=[CH:20][CH:19]=3)[CH2:9]2)[O:7][NH:27]1. The yield is 0.720. (2) The reactants are Br[C:2]1[CH:7]=[CH:6][CH:5]=[CH:4][C:3]=1[O:8][CH2:9][CH2:10][F:11].CC([O-])(C)C.[Na+].C1C=CC(P(C2C(C3C(P(C4C=CC=CC=4)C4C=CC=CC=4)=CC=C4C=3C=CC=C4)=C3C(C=CC=C3)=CC=2)C2C=CC=CC=2)=CC=1.C(=[NH:77])(C1C=CC=CC=1)C1C=CC=CC=1. The catalyst is C1(C)C=CC=CC=1. The product is [F:11][CH2:10][CH2:9][O:8][C:3]1[CH:4]=[CH:5][CH:6]=[CH:7][C:2]=1[NH2:77]. The yield is 0.900. (3) The reactants are [N+:1]([C:4]1[CH:9]=[C:8](Br)[CH:7]=[CH:6][C:5]=1[CH3:11])([O-:3])=[O:2].C(B(CC)[C:15]1[CH:16]=[N:17][CH:18]=[CH:19][CH:20]=1)C.C(=O)([O-])[O-].[Na+].[Na+]. The catalyst is O1CCOCC1.O.C1C=CC([P]([Pd]([P](C2C=CC=CC=2)(C2C=CC=CC=2)C2C=CC=CC=2)([P](C2C=CC=CC=2)(C2C=CC=CC=2)C2C=CC=CC=2)[P](C2C=CC=CC=2)(C2C=CC=CC=2)C2C=CC=CC=2)(C2C=CC=CC=2)C2C=CC=CC=2)=CC=1.[Pd].C1(P(C2C=CC=CC=2)C2C=CC=CC=2)C=CC=CC=1. The product is [N+:1]([C:4]1[CH:9]=[C:8]([C:15]2[CH:16]=[N:17][CH:18]=[CH:19][CH:20]=2)[CH:7]=[CH:6][C:5]=1[CH3:11])([O-:3])=[O:2]. The yield is 0.740. (4) The reactants are [OH:1][C:2]1[CH:3]=[CH:4][C:5]2[CH2:6][C@H:7]3[N:18]([C:19]([O:21][C:22]([CH3:25])([CH3:24])[CH3:23])=[O:20])[CH2:17][CH2:16][C@@:13]4([C:14]=2[CH:15]=1)[C@H:8]3[CH2:9][CH2:10][CH2:11][CH2:12]4.C1C(=O)N([I:33])C(=O)C1.CCOC(C)=O. The yield is 0.620. The catalyst is CN(C=O)C. The product is [OH:1][C:2]1[C:3]([I:33])=[CH:4][C:5]2[CH2:6][C@H:7]3[N:18]([C:19]([O:21][C:22]([CH3:25])([CH3:24])[CH3:23])=[O:20])[CH2:17][CH2:16][C@@:13]4([C:14]=2[CH:15]=1)[C@H:8]3[CH2:9][CH2:10][CH2:11][CH2:12]4. (5) The reactants are [C:1]1([S:7]([N:10]([CH2:20][CH:21]([CH3:23])[CH3:22])[C@H:11]([C:17]([OH:19])=[O:18])[CH2:12][CH2:13][CH2:14][CH2:15][NH2:16])(=[O:9])=[O:8])[CH:6]=[CH:5][CH:4]=[CH:3][CH:2]=1.[OH-:24].[Na+].[OH2:26].CCO[C:30]([CH3:32])=[O:31].[CH2:33]1[CH2:37]O[CH2:35][CH2:34]1. No catalyst specified. The product is [CH3:35][C:34]1[CH:3]=[CH:2][C:1]([S:7]([NH:10][C@H:32]([C:30]([NH:16][CH2:15][CH2:14][CH2:13][CH2:12][C@H:11]([N:10]([S:7]([C:1]2[CH:2]=[CH:3][CH:4]=[CH:5][CH:6]=2)(=[O:9])=[O:8])[CH2:20][CH:21]([CH3:23])[CH3:22])[C:17]([OH:19])=[O:18])=[O:31])[CH2:37][C:33]2[CH:6]=[CH:5][CH:4]=[CH:35][CH:34]=2)(=[O:26])=[O:24])=[CH:37][CH:33]=1. The yield is 0.0600. (6) The reactants are [NH2:1][C:2]1[CH:7]=[CH:6][C:5]([S:8][CH2:9][C:10]2[CH:15]=[CH:14][CH:13]=[CH:12][CH:11]=2)=[CH:4][C:3]=1/[CH:16]=[CH:17]/[C:18]([O:20][CH2:21][CH3:22])=[O:19].[Cl:23][C:24]1[CH:25]=[C:26]([C:30]2[CH:35]=[C:34]([O:36][CH3:37])[C:33](I)=[C:32]([F:39])[CH:31]=2)[CH:27]=[CH:28][CH:29]=1.C(=O)([O-])[O-].[Cs+].[Cs+]. The catalyst is C1C=CC(/C=C/C(/C=C/C2C=CC=CC=2)=O)=CC=1.C1C=CC(/C=C/C(/C=C/C2C=CC=CC=2)=O)=CC=1.C1C=CC(/C=C/C(/C=C/C2C=CC=CC=2)=O)=CC=1.[Pd].[Pd].CC1(C)C2C(=C(P(C3C=CC=CC=3)C3C=CC=CC=3)C=CC=2)OC2C(P(C3C=CC=CC=3)C3C=CC=CC=3)=CC=CC1=2. The product is [CH2:9]([S:8][C:5]1[CH:6]=[CH:7][C:2]([NH:1][C:33]2[C:34]([O:36][CH3:37])=[CH:35][C:30]([C:26]3[CH:27]=[CH:28][CH:29]=[C:24]([Cl:23])[CH:25]=3)=[CH:31][C:32]=2[F:39])=[C:3](/[CH:16]=[CH:17]/[C:18]([O:20][CH2:21][CH3:22])=[O:19])[CH:4]=1)[C:10]1[CH:15]=[CH:14][CH:13]=[CH:12][CH:11]=1. The yield is 0.538. (7) The reactants are [C:1]1([CH3:10])[CH:6]=[CH:5][C:4]([N:7]=[C:8]=[O:9])=[CH:3][CH:2]=1.C1(C)C=CC=CC=1.[CH:18]([CH:21]1[CH2:26][CH2:25][CH2:24][CH2:23][CH:22]1[OH:27])([CH3:20])[CH3:19]. The catalyst is O. The product is [CH:18]([CH:21]1[CH2:26][CH2:25][CH2:24][CH2:23][CH:22]1[O:27][C:8](=[O:9])[NH:7][C:4]1[CH:5]=[CH:6][C:1]([CH3:10])=[CH:2][CH:3]=1)([CH3:20])[CH3:19]. The yield is 0.560.